This data is from Forward reaction prediction with 1.9M reactions from USPTO patents (1976-2016). The task is: Predict the product of the given reaction. (1) Given the reactants C([O:8][C:9]1[CH:14]=[CH:13][C:12]([C:15]23[CH2:24][CH2:23][CH2:22][CH2:21][CH2:20][CH:19]2[O:18][C:17]2[CH:25]=[CH:26][C:27]([F:29])=[CH:28][C:16]3=2)=[CH:11][CH:10]=1)C1C=CC=CC=1.C1(O)C=CC=CC=1, predict the reaction product. The product is: [F:29][C:27]1[CH:26]=[CH:25][C:17]2[O:18][CH:19]3[CH2:20][CH2:21][CH2:22][CH2:23][CH2:24][C:15]3([C:12]3[CH:11]=[CH:10][C:9]([OH:8])=[CH:14][CH:13]=3)[C:16]=2[CH:28]=1. (2) Given the reactants [C:1]([O:5][C:6]([N:8]([CH3:34])[C@@H:9]([CH3:33])[C:10]([NH:12][C@@H:13]([CH2:18][C:19]1[CH:24]=[CH:23][C:22](OS(C(F)(F)F)(=O)=O)=[CH:21][CH:20]=1)[C:14]([O:16][CH3:17])=[O:15])=[O:11])=[O:7])([CH3:4])([CH3:3])[CH3:2].C(=O)([O-])[O-].[K+].[K+].C1(C)C=CC=CC=1P(C1C=CC=CC=1C)C1C=CC=CC=1C.[CH:63]([C:65]1[CH:73]=[CH:72][C:68]([C:69]([OH:71])=[O:70])=[CH:67][CH:66]=1)=[CH2:64], predict the reaction product. The product is: [C:1]([O:5][C:6]([N:8]([CH3:34])[C@@H:9]([CH3:33])[C:10]([NH:12][C@H:13]([C:14]([O:16][CH3:17])=[O:15])[CH2:18][C:19]1[CH:24]=[CH:23][C:22](/[CH:64]=[CH:63]/[C:65]2[CH:73]=[CH:72][C:68]([C:69]([OH:71])=[O:70])=[CH:67][CH:66]=2)=[CH:21][CH:20]=1)=[O:11])=[O:7])([CH3:4])([CH3:2])[CH3:3]. (3) The product is: [CH3:40][C:36]([N:33]1[CH2:32][CH2:31][N:30]([CH2:29][C:27]2[S:28][C:8]3[C:7]([N:1]4[CH2:2][CH2:3][O:4][CH2:5][CH2:6]4)=[N:12][C:11]([C:43]4[C:48]5[CH:49]=[CH:50][NH:51][C:47]=5[CH:46]=[C:45]([CH3:52])[N:44]=4)=[N:10][C:9]=3[CH:26]=2)[CH2:35][CH2:34]1)([CH3:41])[C:37]([NH2:39])=[O:38]. Given the reactants [N:1]1([C:7]2[C:8]3[S:28][C:27]([CH2:29][N:30]4[CH2:35][CH2:34][N:33]([C:36]([CH3:41])([CH3:40])[C:37]([NH2:39])=[O:38])[CH2:32][CH2:31]4)=[CH:26][C:9]=3[N:10]=[C:11]([Sn](CCCC)(CCCC)CCCC)[N:12]=2)[CH2:6][CH2:5][O:4][CH2:3][CH2:2]1.Br[C:43]1[C:48]2[CH:49]=[CH:50][NH:51][C:47]=2[CH:46]=[C:45]([CH3:52])[N:44]=1, predict the reaction product. (4) Given the reactants [NH2:1][C:2]1[C:11]2[C:6](=[CH:7][CH:8]=[CH:9][CH:10]=2)[C:5]([O:12][C:13]2[CH:18]=[CH:17][N:16]=[C:15]([NH:19][C:20]3[CH:21]=[C:22]([CH:34]=[C:35]([O:37][CH3:38])[CH:36]=3)[C:23]([NH:25][CH2:26][CH2:27][N:28]3[CH2:33][CH2:32][O:31][CH2:30][CH2:29]3)=[O:24])[CH:14]=2)=[CH:4][CH:3]=1.C([O-])(O)=O.[Na+].Cl[C:45]([O:47][C:48]1[CH:53]=[CH:52][CH:51]=[CH:50][CH:49]=1)=[O:46], predict the reaction product. The product is: [C:48]1([O:47][C:45](=[O:46])[NH:1][C:2]2[C:11]3[C:6](=[CH:7][CH:8]=[CH:9][CH:10]=3)[C:5]([O:12][C:13]3[CH:18]=[CH:17][N:16]=[C:15]([NH:19][C:20]4[CH:21]=[C:22]([C:23](=[O:24])[NH:25][CH2:26][CH2:27][N:28]5[CH2:33][CH2:32][O:31][CH2:30][CH2:29]5)[CH:34]=[C:35]([O:37][CH3:38])[CH:36]=4)[CH:14]=3)=[CH:4][CH:3]=2)[CH:53]=[CH:52][CH:51]=[CH:50][CH:49]=1. (5) Given the reactants [Cl:1][C:2]1[CH:3]=[C:4]2[C:8](=[CH:9][CH:10]=1)[NH:7][CH:6]=[C:5]2[CH2:11][CH2:12][NH:13][C:14](=[O:22])[C:15]1[CH:20]=[CH:19][C:18](I)=[CH:17][CH:16]=1.[F:23][C:24]([F:35])([F:34])[C:25]1[CH:30]=[CH:29][CH:28]=[CH:27][C:26]=1B(O)O.C(=O)([O-])[O-].[Na+].[Na+], predict the reaction product. The product is: [Cl:1][C:2]1[CH:3]=[C:4]2[C:8](=[CH:9][CH:10]=1)[NH:7][CH:6]=[C:5]2[CH2:11][CH2:12][NH:13][C:14]([C:15]1[CH:20]=[CH:19][C:18]([C:26]2[CH:27]=[CH:28][CH:29]=[CH:30][C:25]=2[C:24]([F:35])([F:34])[F:23])=[CH:17][CH:16]=1)=[O:22]. (6) Given the reactants [NH2:1][C:2]1[NH:7][C:6](=[O:8])[C:5]([N+:9]([O-:11])=[O:10])=[C:4](Cl)[N:3]=1.[O:13]1[CH:17]=[CH:16][CH:15]=[C:14]1B(O)O.C(=O)([O-])[O-].[Na+].[Na+], predict the reaction product. The product is: [NH2:1][C:2]1[NH:7][C:6](=[O:8])[C:5]([N+:9]([O-:11])=[O:10])=[C:4]([C:14]2[O:13][CH:17]=[CH:16][CH:15]=2)[N:3]=1. (7) Given the reactants CC1C=CC(S(OCC2CC3C=CC=C(C(C)C)C=3O2)(=O)=O)=CC=1.[N-]=[N+]=[N-].[Na+].[CH:29]([C:32]1[C:40]2[O:39][CH:38]([CH2:41][N:42]=[N+]=[N-])[CH2:37][C:36]=2[CH:35]=[CH:34][CH:33]=1)([CH3:31])[CH3:30].[N-]=[N+]=[N-], predict the reaction product. The product is: [CH:29]([C:32]1[C:40]2[O:39][CH:38]([CH2:41][NH2:42])[CH2:37][C:36]=2[CH:35]=[CH:34][CH:33]=1)([CH3:31])[CH3:30]. (8) Given the reactants [C:1]([O:5][C:6]([NH:8][C:9]1[C:13]2=[N:14][CH:15]=[C:16]([C:18]3[CH2:19][CH2:20][O:21][CH2:22][CH:23]=3)[CH:17]=[C:12]2[S:11][C:10]=1[C:24]([O:26][CH3:27])=[O:25])=[O:7])([CH3:4])([CH3:3])[CH3:2], predict the reaction product. The product is: [C:1]([O:5][C:6]([NH:8][C:9]1[C:13]2=[N:14][CH:15]=[C:16]([CH:18]3[CH2:19][CH2:20][O:21][CH2:22][CH2:23]3)[CH:17]=[C:12]2[S:11][C:10]=1[C:24]([O:26][CH3:27])=[O:25])=[O:7])([CH3:4])([CH3:3])[CH3:2]. (9) Given the reactants [OH:1][CH:2]1[CH2:5][CH:4]([C:6]([O:8][CH2:9][CH3:10])=[O:7])[CH2:3]1.[S:11](Cl)([C:14]1[CH:20]=[CH:19][C:17]([CH3:18])=[CH:16][CH:15]=1)(=[O:13])=[O:12], predict the reaction product. The product is: [S:11]([O:1][CH:2]1[CH2:5][CH:4]([C:6]([O:8][CH2:9][CH3:10])=[O:7])[CH2:3]1)([C:14]1[CH:20]=[CH:19][C:17]([CH3:18])=[CH:16][CH:15]=1)(=[O:13])=[O:12]. (10) Given the reactants Br[C:2]1[CH:3]=[C:4]([O:23][C:24]2[CH:29]=[CH:28][CH:27]=[CH:26][CH:25]=2)[C:5]([NH:8][C:9]2[S:10][CH:11]=[C:12]([CH:14]3[CH2:19][CH2:18][N:17]([C:20](=[O:22])[CH3:21])[CH2:16][CH2:15]3)[N:13]=2)=[N:6][CH:7]=1.C1(P(C2C=CC=CC=2)C2C3OC4C(=CC=CC=4P(C4C=CC=CC=4)C4C=CC=CC=4)C(C)(C)C=3C=CC=2)C=CC=CC=1.[SH:72][CH2:73][CH2:74][C:75]([O:77][CH3:78])=[O:76].C(N(C(C)C)C(C)C)C, predict the reaction product. The product is: [C:20]([N:17]1[CH2:18][CH2:19][CH:14]([C:12]2[N:13]=[C:9]([NH:8][C:5]3[N:6]=[CH:7][C:2]([S:72][CH2:73][CH2:74][C:75]([O:77][CH3:78])=[O:76])=[CH:3][C:4]=3[O:23][C:24]3[CH:29]=[CH:28][CH:27]=[CH:26][CH:25]=3)[S:10][CH:11]=2)[CH2:15][CH2:16]1)(=[O:22])[CH3:21].